From a dataset of Full USPTO retrosynthesis dataset with 1.9M reactions from patents (1976-2016). Predict the reactants needed to synthesize the given product. (1) Given the product [F:32][CH:2]([F:1])[O:3][C:4]1[CH:9]=[CH:8][C:7]([N:10]([CH2:11][C:12]2[CH:30]=[C:15]3[C:16](=[O:29])[N:17]([CH2:20][C:21]4[CH:22]=[CH:23][C:24]([O:27][CH3:28])=[CH:25][CH:26]=4)[CH2:18][CH2:19][N:14]3[N:13]=2)[C:42](=[O:43])[C:41]([F:52])([F:51])[F:40])=[C:6]([F:31])[CH:5]=1, predict the reactants needed to synthesize it. The reactants are: [F:1][CH:2]([F:32])[O:3][C:4]1[CH:9]=[CH:8][C:7]([NH:10][CH2:11][C:12]2[CH:30]=[C:15]3[C:16](=[O:29])[N:17]([CH2:20][C:21]4[CH:26]=[CH:25][C:24]([O:27][CH3:28])=[CH:23][CH:22]=4)[CH2:18][CH2:19][N:14]3[N:13]=2)=[C:6]([F:31])[CH:5]=1.C(N(CC)CC)C.[F:40][C:41]([F:52])([F:51])[C:42](O[C:42](=[O:43])[C:41]([F:52])([F:51])[F:40])=[O:43]. (2) Given the product [C:1]([N:4]1[CH2:8][CH2:7][N:6]([C:11]2[CH:16]=[N:15][C:14]([C:17]([N:19]3[CH2:24][CH2:23][N:22]([C:25]4[C:30]([CH:31]5[CH2:33][CH2:32]5)=[CH:29][C:28]([CH:34]5[CH2:35][CH2:36]5)=[CH:27][N:26]=4)[CH2:21][CH2:20]3)=[O:18])=[CH:13][CH:12]=2)[C:5]1=[O:9])(=[O:3])[CH3:2], predict the reactants needed to synthesize it. The reactants are: [C:1]([N:4]1[CH2:8][CH2:7][NH:6][C:5]1=[O:9])(=[O:3])[CH3:2].Br[C:11]1[CH:12]=[CH:13][C:14]([C:17]([N:19]2[CH2:24][CH2:23][N:22]([C:25]3[C:30]([CH:31]4[CH2:33][CH2:32]4)=[CH:29][C:28]([CH:34]4[CH2:36][CH2:35]4)=[CH:27][N:26]=3)[CH2:21][CH2:20]2)=[O:18])=[N:15][CH:16]=1. (3) Given the product [Cl:6][C:7]1[CH:12]=[CH:11][C:10]([C:19]2([OH:21])[CH2:18][C@H:17]([CH3:22])[O:16][C@H:15]([CH3:14])[CH2:20]2)=[CH:9][CH:8]=1, predict the reactants needed to synthesize it. The reactants are: [Li]CCCC.[Cl:6][C:7]1[CH:12]=[CH:11][C:10](Br)=[CH:9][CH:8]=1.[CH3:14][C@@H:15]1[CH2:20][C:19](=[O:21])[CH2:18][C@H:17]([CH3:22])[O:16]1. (4) Given the product [ClH:18].[C:1]([O:9][CH2:10][C@@H:11]1[NH:12][CH:13]([C:16]([O:19][CH2:20][CH3:21])=[O:27])[CH2:14][CH2:15]1)(=[O:8])[C:2]1[CH:7]=[CH:6][CH:5]=[CH:4][CH:3]=1, predict the reactants needed to synthesize it. The reactants are: [C:1]([O:9][CH2:10][C@H:11]1[CH2:15][CH2:14][CH:13]([C:16]#N)[NH:12]1)(=[O:8])[C:2]1[CH:7]=[CH:6][CH:5]=[CH:4][CH:3]=1.[ClH:18].[O:19]1CCO[CH2:21][CH2:20]1.C([OH:27])C. (5) The reactants are: C(OC(=O)[NH:5][C:6]1[N:15]([CH:16]([C:18]2[CH:23]=[CH:22][C:21]([O:24][CH2:25][C:26]3[CH:31]=[CH:30][C:29]([C:32]([F:35])([F:34])[F:33])=[CH:28][CH:27]=3)=[C:20]([O:36][CH3:37])[CH:19]=2)[CH3:17])[C:9]2=[N:10][CH:11]=[C:12]([I:14])[CH:13]=[C:8]2[N:7]=1)C.[O-]P([O-])([O-])=O.[K+].[K+].[K+]. Given the product [I:14][C:12]1[CH:13]=[C:8]2[N:7]=[C:6]([NH2:5])[N:15]([CH:16]([C:18]3[CH:23]=[CH:22][C:21]([O:24][CH2:25][C:26]4[CH:31]=[CH:30][C:29]([C:32]([F:34])([F:35])[F:33])=[CH:28][CH:27]=4)=[C:20]([O:36][CH3:37])[CH:19]=3)[CH3:17])[C:9]2=[N:10][CH:11]=1, predict the reactants needed to synthesize it. (6) Given the product [C:10]([Si:7]([O:6][C:5]1[C:14]([CH3:16])=[CH:15][C:2]([CH:19]2[CH2:21][CH2:20]2)=[CH:3][C:4]=1[CH3:17])([CH3:9])[CH3:8])([CH3:13])([CH3:12])[CH3:11], predict the reactants needed to synthesize it. The reactants are: Br[C:2]1[CH:15]=[C:14]([CH3:16])[C:5]([O:6][Si:7]([C:10]([CH3:13])([CH3:12])[CH3:11])([CH3:9])[CH3:8])=[C:4]([CH3:17])[CH:3]=1.[Cl-].[CH:19]1([Zn+])[CH2:21][CH2:20]1.